The task is: Predict the reaction yield, written as a fraction of the theoretical maximum amount of product (1.0 means a 100% yield; for example, 0.34 means a 34% yield).. This data is from Reaction yield outcomes from USPTO patents with 853,638 reactions. (1) The reactants are [C:1]([OH:7])(=[O:6])[CH2:2][C:3]([OH:5])=[O:4].[CH3:8][CH:9]([CH2:11][CH:12](O)[CH3:13])[CH3:10].S(=O)(=O)(O)O.O. The catalyst is C1(C)C=CC=CC=1. The product is [C:1]([O:7][CH:12]([CH3:13])[CH2:11][CH:9]([CH3:10])[CH3:8])(=[O:6])[CH2:2][C:3]([O:5][CH:12]([CH3:13])[CH2:11][CH:9]([CH3:10])[CH3:8])=[O:4]. The yield is 0.790. (2) The reactants are Br[C:2]1[N:7]=[C:6]([NH:8][C:9]([C:11]([CH3:14])([CH3:13])[CH3:12])=[O:10])[C:5]([O:15][CH3:16])=[CH:4][CH:3]=1.[NH3:17]. The yield is 0.0100. The product is [NH3:7].[CH3:9][OH:10].[NH2:17][C:2]1[N:7]=[C:6]([NH:8][C:9]([C:11]([CH3:14])([CH3:13])[CH3:12])=[O:10])[C:5]([O:15][CH3:16])=[CH:4][CH:3]=1. The catalyst is C(O)CO. (3) The reactants are [OH:1][CH2:2][CH:3]1[C:15]2[CH:14]=[C:13]([NH:16]C(OC(C)(C)C)=O)[CH:12]=[CH:11][C:10]=2[C:9]2[C:4]1=[CH:5][CH:6]=[CH:7][CH:8]=2.Cl.CC(OC)(C)C. The yield is 0.990. The catalyst is C(#N)C. The product is [OH:1][CH2:2][CH:3]1[C:15]2[CH:14]=[C:13]([NH2:16])[CH:12]=[CH:11][C:10]=2[C:9]2[C:4]1=[CH:5][CH:6]=[CH:7][CH:8]=2. (4) The reactants are Br[C:2]1[CH:18]=[C:17]([CH3:19])[C:5]2[N:6]=[C:7]([NH:10][C:11]3[CH:16]=[CH:15][CH:14]=[CH:13][CH:12]=3)[N:8]=[N:9][C:4]=2[CH:3]=1.[CH3:20][C:21]1[CH:26]=[CH:25][CH:24]=[C:23]([CH3:27])[C:22]=1B(O)O.C(=O)([O-])[O-].[K+].[K+].C1(P(C2C=CC=CC=2)C2C=CC=CC=2)C=CC=CC=1. The catalyst is CN(C)C(=O)C.C(O)C.O.[Pd].[Pd].C(=CC(C=CC1C=CC=CC=1)=O)C1C=CC=CC=1.C(=CC(C=CC1C=CC=CC=1)=O)C1C=CC=CC=1.C(=CC(C=CC1C=CC=CC=1)=O)C1C=CC=CC=1. The product is [CH3:20][C:21]1[CH:26]=[CH:25][CH:24]=[C:23]([CH3:27])[C:22]=1[C:2]1[CH:18]=[C:17]([CH3:19])[C:5]2[N:6]=[C:7]([NH:10][C:11]3[CH:16]=[CH:15][CH:14]=[CH:13][CH:12]=3)[N:8]=[N:9][C:4]=2[CH:3]=1. The yield is 0.460. (5) The reactants are [F:1][CH:2]([F:5])[CH2:3]Cl.C(=O)([O-])[O-].[K+].[K+].[C:12]1(=[O:22])[NH:16][C:15](=[O:17])[C:14]2=[CH:18][CH:19]=[CH:20][CH:21]=[C:13]12.[K]. The catalyst is CN(C)C=O. The product is [F:1][CH:2]([F:5])[CH2:3][N:16]1[C:12](=[O:22])[C:13]2[C:14](=[CH:18][CH:19]=[CH:20][CH:21]=2)[C:15]1=[O:17]. The yield is 0.958. (6) The product is [Cl:35][C:30]1[CH:29]=[C:28]([CH:33]=[CH:32][C:31]=1[Cl:34])[O:27][C:11]1[CH:12]=[CH:13][C:14]([C:16]([N:18]2[CH2:19][CH2:20][N:21]([CH:24]([CH3:25])[CH3:26])[CH2:22][CH2:23]2)=[O:17])=[CH:15][C:10]=1[CH2:9][NH:7][CH3:6]. The yield is 0.690. The catalyst is C(Cl)Cl. The reactants are C(O[C:6](=O)[N:7]([CH2:9][C:10]1[CH:15]=[C:14]([C:16]([N:18]2[CH2:23][CH2:22][N:21]([CH:24]([CH3:26])[CH3:25])[CH2:20][CH2:19]2)=[O:17])[CH:13]=[CH:12][C:11]=1[O:27][C:28]1[CH:33]=[CH:32][C:31]([Cl:34])=[C:30]([Cl:35])[CH:29]=1)C)(C)(C)C.C(O)(C(F)(F)F)=O. (7) The reactants are O.[Na+].[CH2:3]([S:11]([O-:14])(=[O:13])=[O:12])[CH2:4][CH2:5][CH2:6][CH2:7][CH2:8][CH2:9][CH3:10].[CH3:15][C@@H:16]1[O:21][C@@H:20]([O:22][C@@H:23]2[C:28]3=[C:29]([OH:46])[C:30]4[C:42](=[O:43])[C:41]5[C:36](=[CH:37][CH:38]=[CH:39][C:40]=5[O:44][CH3:45])[C:34](=[O:35])[C:31]=4[C:32]([OH:33])=[C:27]3[CH2:26][C@@:25]([OH:51])([C:47]([CH2:49][OH:50])=[O:48])[CH2:24]2)[CH2:19][C@H:18]([NH2:52])[C@@H:17]1[OH:53].Cl. The catalyst is O. The product is [CH3:15][C@@H:16]1[O:21][C@@H:20]([O:22][C@@H:23]2[C:28]3=[C:29]([OH:46])[C:30]4[C:42](=[O:43])[C:41]5[C:36](=[CH:37][CH:38]=[CH:39][C:40]=5[O:44][CH3:45])[C:34](=[O:35])[C:31]=4[C:32]([OH:33])=[C:27]3[CH2:26][C@@:25]([OH:51])([C:47]([CH2:49][OH:50])=[O:48])[CH2:24]2)[CH2:19][C@H:18]([NH2:52])[C@@H:17]1[OH:53].[CH2:3]([S:11]([O-:14])(=[O:12])=[O:13])[CH2:4][CH2:5][CH2:6][CH2:7][CH2:8][CH2:9][CH3:10]. The yield is 0.850. (8) The catalyst is O1CCCC1.[Cl-].[Na+].O.[O-]CC.[Ti+4].[O-]CC.[O-]CC.[O-]CC. The reactants are [O:1]1[CH2:4][C:3](=O)[CH2:2]1.[CH3:6][C:7]([S:10]([NH2:12])=[O:11])([CH3:9])[CH3:8]. The yield is 0.380. The product is [CH3:6][C:7]([S:10]([N:12]=[C:3]1[CH2:4][O:1][CH2:2]1)=[O:11])([CH3:9])[CH3:8]. (9) The reactants are C(=O)([O-])[O-].[Ca+2].[NH2:6][C:7]1[CH:12]=[C:11]([C:13]([F:16])([F:15])[F:14])[C:10]([C:17]2[CH:22]=[CH:21][CH:20]=[C:19]([O:23][CH:24]3[CH2:29][CH2:28][N:27]([C:30]([O:32][C:33]([CH3:36])([CH3:35])[CH3:34])=[O:31])[CH2:26][CH2:25]3)[CH:18]=2)=[C:9]([Cl:37])[CH:8]=1.ClCCl.O.[C:42](Cl)(Cl)=[S:43].Cl. No catalyst specified. The product is [Cl:37][C:9]1[CH:8]=[C:7]([N:6]=[C:42]=[S:43])[CH:12]=[C:11]([C:13]([F:16])([F:15])[F:14])[C:10]=1[C:17]1[CH:22]=[CH:21][CH:20]=[C:19]([O:23][CH:24]2[CH2:29][CH2:28][N:27]([C:30]([O:32][C:33]([CH3:34])([CH3:36])[CH3:35])=[O:31])[CH2:26][CH2:25]2)[CH:18]=1. The yield is 0.640.